From a dataset of Peptide-MHC class I binding affinity with 185,985 pairs from IEDB/IMGT. Regression. Given a peptide amino acid sequence and an MHC pseudo amino acid sequence, predict their binding affinity value. This is MHC class I binding data. (1) The peptide sequence is KLLNRVIGY. The MHC is HLA-B08:01 with pseudo-sequence HLA-B08:01. The binding affinity (normalized) is 0.0847. (2) The peptide sequence is VQRTRCKYV. The MHC is HLA-A02:02 with pseudo-sequence HLA-A02:02. The binding affinity (normalized) is 0. (3) The peptide sequence is SMHYKLDEV. The MHC is HLA-A23:01 with pseudo-sequence HLA-A23:01. The binding affinity (normalized) is 0.0847.